Regression. Given two drug SMILES strings and cell line genomic features, predict the synergy score measuring deviation from expected non-interaction effect. From a dataset of NCI-60 drug combinations with 297,098 pairs across 59 cell lines. (1) Drug 1: CC1C(C(=O)NC(C(=O)N2CCCC2C(=O)N(CC(=O)N(C(C(=O)O1)C(C)C)C)C)C(C)C)NC(=O)C3=C4C(=C(C=C3)C)OC5=C(C(=O)C(=C(C5=N4)C(=O)NC6C(OC(=O)C(N(C(=O)CN(C(=O)C7CCCN7C(=O)C(NC6=O)C(C)C)C)C)C(C)C)C)N)C. Drug 2: CCC1(CC2CC(C3=C(CCN(C2)C1)C4=CC=CC=C4N3)(C5=C(C=C6C(=C5)C78CCN9C7C(C=CC9)(C(C(C8N6C=O)(C(=O)OC)O)OC(=O)C)CC)OC)C(=O)OC)O.OS(=O)(=O)O. Cell line: HCT116. Synergy scores: CSS=53.5, Synergy_ZIP=0.266, Synergy_Bliss=-5.37, Synergy_Loewe=-9.33, Synergy_HSA=-6.77. (2) Drug 1: CC1CCC2CC(C(=CC=CC=CC(CC(C(=O)C(C(C(=CC(C(=O)CC(OC(=O)C3CCCCN3C(=O)C(=O)C1(O2)O)C(C)CC4CCC(C(C4)OC)OCCO)C)C)O)OC)C)C)C)OC. Drug 2: CCN(CC)CCNC(=O)C1=C(NC(=C1C)C=C2C3=C(C=CC(=C3)F)NC2=O)C. Cell line: U251. Synergy scores: CSS=-1.45, Synergy_ZIP=5.39, Synergy_Bliss=4.24, Synergy_Loewe=3.41, Synergy_HSA=-4.18. (3) Drug 1: COC1=NC(=NC2=C1N=CN2C3C(C(C(O3)CO)O)O)N. Drug 2: CC1C(C(CC(O1)OC2CC(CC3=C2C(=C4C(=C3O)C(=O)C5=C(C4=O)C(=CC=C5)OC)O)(C(=O)CO)O)N)O.Cl. Cell line: NCI-H226. Synergy scores: CSS=23.2, Synergy_ZIP=-1.40, Synergy_Bliss=-2.76, Synergy_Loewe=-29.4, Synergy_HSA=-1.39.